From a dataset of Forward reaction prediction with 1.9M reactions from USPTO patents (1976-2016). Predict the product of the given reaction. Given the reactants [Cl:1][C:2]1[C:11]2[C:6](=[CH:7][CH:8]=[CH:9][CH:10]=2)[C:5]([Cl:12])=[C:4]([C:13]2[CH:18]=[CH:17][C:16]([O:19][CH3:20])=[CH:15][CH:14]=2)[N:3]=1.C(=O)([O-])[O-].[K+].[K+].[CH2:27]([N:29]1[CH2:34][CH2:33][NH:32][CH2:31][CH2:30]1)[CH3:28].CN(C)C=O, predict the reaction product. The product is: [ClH:1].[ClH:1].[Cl:12][C:5]1[C:6]2[C:11](=[CH:10][CH:9]=[CH:8][CH:7]=2)[C:2]([N:32]2[CH2:33][CH2:34][N:29]([CH2:27][CH3:28])[CH2:30][CH2:31]2)=[N:3][C:4]=1[C:13]1[CH:18]=[CH:17][C:16]([O:19][CH3:20])=[CH:15][CH:14]=1.